From a dataset of Reaction yield outcomes from USPTO patents with 853,638 reactions. Predict the reaction yield, written as a fraction of the theoretical maximum amount of product (1.0 means a 100% yield; for example, 0.34 means a 34% yield). (1) The reactants are [N:1]([C:4]1[CH:11]=[CH:10][C:7]([C:8]#[N:9])=[C:6]([CH3:12])[N:5]=1)=[C:2]=S.C(N(CC)CC)C.Cl.Cl.[NH2:22][CH2:23][C:24]1([OH:32])[CH:29]2[CH2:30][CH2:31][N:26]([CH2:27][CH2:28]2)[CH2:25]1.C(N=C=NC(C)C)(C)C. The catalyst is CN(C)C=O. The product is [N:26]12[CH2:31][CH2:30][CH:29]([CH2:28][CH2:27]1)[C@@:24]1([O:32][C:2]([NH:1][C:4]3[CH:11]=[CH:10][C:7]([C:8]#[N:9])=[C:6]([CH3:12])[N:5]=3)=[N:22][CH2:23]1)[CH2:25]2. The yield is 0.210. (2) The reactants are C(O[N:19]1[C:24](=O)[CH2:23][CH2:22][C:20]1=O)(OCC1C2C(=CC=CC=2)C2C1=CC=CC=2)=O.Cl.N[C@@H:28](CC=CC)[C:29]([OH:31])=[O:30].C([O-])(O)=O.[Na+].Cl. The catalyst is CC(C)=O.O. The product is [CH2:24]([NH:19][CH2:28][C:29]([OH:31])=[O:30])[CH:23]=[CH:22][CH3:20]. The yield is 0.780. (3) The reactants are [Br:1][C:2]1[CH:10]=[CH:9][CH:8]=[C:7]2[C:3]=1[CH:4]([C:17]1[C:25]([OH:26])=[CH:24][C:20]3[O:21][CH2:22][O:23][C:19]=3[CH:18]=1)[C:5](=[O:16])[N:6]2[CH2:11][CH2:12][CH2:13][CH2:14][CH3:15].C(N(CC)CC)C.Cl[Si](C)(C)C.[CH2:39]=[O:40].FC(F)(F)S([O-])(=O)=O.[Yb+3].FC(F)(F)S([O-])(=O)=O.FC(F)(F)S([O-])(=O)=O. The catalyst is ClCCl. The product is [Br:1][C:2]1[CH:10]=[CH:9][CH:8]=[C:7]2[C:3]=1[C:4]([C:17]1[C:25]([OH:26])=[CH:24][C:20]3[O:21][CH2:22][O:23][C:19]=3[CH:18]=1)([CH2:39][OH:40])[C:5](=[O:16])[N:6]2[CH2:11][CH2:12][CH2:13][CH2:14][CH3:15]. The yield is 0.790. (4) The reactants are [C:1]([O:5][C:6]([N:8]1[CH2:13][CH2:12][CH:11]([C:14]2[CH:19]=[CH:18][C:17]([NH:20][C:21]3[N:26]=[C:25]([CH2:27][CH2:28][C:29]4[C:34]([CH2:35][C:36]([O-:38])=O)=[CH:33][N:32]=[CH:31][N:30]=4)[C:24]([C:39]([F:42])([F:41])[F:40])=[CH:23][N:22]=3)=[CH:16][CH:15]=2)[CH2:10][CH2:9]1)=[O:7])([CH3:4])([CH3:3])[CH3:2].[Li+].O[N:45]1C2C=CC=CC=2N=N1.CCN=C=NCCCN(C)C.Cl.C(N(CC)C(C)C)(C)C.C(=O)([O-])[O-].[NH4+].[NH4+]. The catalyst is C1COCC1.CCOC(C)=O.CO.CN(C=O)C. The product is [NH2:45][C:36](=[O:38])[CH2:35][C:34]1[C:29]([CH2:28][CH2:27][C:25]2[C:24]([C:39]([F:41])([F:40])[F:42])=[CH:23][N:22]=[C:21]([NH:20][C:17]3[CH:18]=[CH:19][C:14]([CH:11]4[CH2:10][CH2:9][N:8]([C:6]([O:5][C:1]([CH3:3])([CH3:4])[CH3:2])=[O:7])[CH2:13][CH2:12]4)=[CH:15][CH:16]=3)[N:26]=2)=[N:30][CH:31]=[N:32][CH:33]=1. The yield is 0.830.